This data is from Full USPTO retrosynthesis dataset with 1.9M reactions from patents (1976-2016). The task is: Predict the reactants needed to synthesize the given product. (1) Given the product [Cl-:29].[Cl-:29].[C:1]([C:5]1[CH:6]=[C:7]([C:15]2[CH:23]([Zr+2:33][CH:24]3[C:17]4[C:27](=[CH:22][CH:23]=[CH:15][CH:16]=4)[CH:26]=[C:25]3[C:7]3[CH:6]=[C:5]([C:1]([CH3:3])([CH3:2])[CH3:4])[CH:10]=[C:9]([C:11]([CH3:14])([CH3:13])[CH3:12])[CH:8]=3)[C:22]3[C:17]([CH:16]=2)=[CH:18][CH:19]=[CH:20][CH:21]=3)[CH:8]=[C:9]([C:11]([CH3:14])([CH3:13])[CH3:12])[CH:10]=1)([CH3:2])([CH3:3])[CH3:4], predict the reactants needed to synthesize it. The reactants are: [C:1]([C:5]1[CH:6]=[C:7]([C:15]2[CH2:16][C:17]3[C:22]([CH:23]=2)=[CH:21][CH:20]=[CH:19][CH:18]=3)[CH:8]=[C:9]([C:11]([CH3:14])([CH3:13])[CH3:12])[CH:10]=1)([CH3:4])([CH3:3])[CH3:2].[CH2:24]([Li])[CH2:25][CH2:26][CH3:27].[Cl-:29].[Cl-].[Cl-].[Cl-].[Zr+4:33]. (2) Given the product [Cl:56][C:57]1[CH:62]=[CH:61][C:60]([CH2:63][NH:64][C:15](=[O:17])[CH2:14][C@H:9]2[C:8](=[O:22])[N:7]3[CH2:23][CH2:24][CH2:25][C@H:6]3[CH2:5][NH:4][C:3](=[O:26])[C@@H:2]([CH3:1])[CH2:13][CH:12]=[CH:11][CH2:10]2)=[CH:59][CH:58]=1, predict the reactants needed to synthesize it. The reactants are: [CH3:1][C@H:2]1[CH2:13][CH:12]=[CH:11][CH2:10][C@@H:9]([CH2:14][C:15]([O:17]C(C)(C)C)=O)[C:8](=[O:22])[N:7]2[CH2:23][CH2:24][CH2:25][C@H:6]2[CH2:5][NH:4][C:3]1=[O:26].FC(F)(F)C(O)=O.C[C@H]1CC=CC[C@@H](CC(O)=O)C(=O)N2CCC[C@H]2CNC1=O.[Cl:56][C:57]1[CH:62]=[CH:61][C:60]([CH2:63][NH2:64])=[CH:59][CH:58]=1. (3) Given the product [N:31]1[CH:32]=[CH:33][CH:28]=[CH:29][C:30]=1[C:22]1[CH:23]=[CH:17][N:19]=[CH:20][CH:21]=1, predict the reactants needed to synthesize it. The reactants are: COC(OC)CC(OC)OC.C(N[C:17]([NH:19][CH2:20][CH2:21][CH2:22][CH3:23])=O)CCC.Cl.C([C:28]1[CH:33]=[CH:32][N:31]=[CH:30][CH:29]=1)(=O)C.N1C=CC=CC=1.C(O)=O.C([O-])=O.[NH4+].[OH-].[Na+]. (4) Given the product [C:40]([O:39][C:37]([N:44]1[CH2:49][CH2:48][CH:47]([O:36][C:33]2[CH:34]=[CH:35][C:30]([C:27]3[CH:28]=[CH:29][C:24]([CH2:23][C:11]4[N:12]([C:14]5[CH:19]=[CH:18][C:17]([N+:20]([O-:22])=[O:21])=[CH:16][CH:15]=5)[CH:13]=[C:9]([C:3]5[CH:4]=[CH:5][C:6]([Cl:8])=[CH:7][C:2]=5[Cl:1])[N:10]=4)=[CH:25][CH:26]=3)=[CH:31][CH:32]=2)[CH2:46][CH2:45]1)=[O:38])([CH3:43])([CH3:41])[CH3:42], predict the reactants needed to synthesize it. The reactants are: [Cl:1][C:2]1[CH:7]=[C:6]([Cl:8])[CH:5]=[CH:4][C:3]=1[C:9]1[N:10]=[C:11]([CH2:23][C:24]2[CH:29]=[CH:28][C:27]([C:30]3[CH:35]=[CH:34][C:33]([OH:36])=[CH:32][CH:31]=3)=[CH:26][CH:25]=2)[N:12]([C:14]2[CH:19]=[CH:18][C:17]([N+:20]([O-:22])=[O:21])=[CH:16][CH:15]=2)[CH:13]=1.[C:37]([N:44]1[CH2:49][CH2:48][CH:47](O)[CH2:46][CH2:45]1)([O:39][C:40]([CH3:43])([CH3:42])[CH3:41])=[O:38].C1(P(C2C=CC=CC=2)C2C=CC=CC=2)C=CC=CC=1.N(C(OC(C)C)=O)=NC(OC(C)C)=O. (5) Given the product [NH:13]1[C:14]2[CH:19]=[CH:18][CH:17]=[CH:16][C:15]=2[N:11]=[C:12]1[C@H:8]([NH:9][C:10]([NH:30][CH:28]1[CH2:29][C:24]([CH3:33])([CH3:23])[NH:25][C:26]([CH3:32])([CH3:31])[CH2:27]1)=[O:20])[CH2:7][C:6]1[CH:5]=[CH:4][C:3]([O:2][CH3:1])=[CH:22][CH:21]=1, predict the reactants needed to synthesize it. The reactants are: [CH3:1][O:2][C:3]1[CH:22]=[CH:21][C:6]([CH2:7][C@@H:8]2[C:12]3=[N:13][C:14]4[CH:19]=[CH:18][CH:17]=[CH:16][C:15]=4[N:11]3[C:10](=[O:20])[NH:9]2)=[CH:5][CH:4]=1.[CH3:23][C:24]1([CH3:33])[CH2:29][CH:28]([NH2:30])[CH2:27][C:26]([CH3:32])([CH3:31])[NH:25]1.C(O)(C(F)(F)F)=O.